From a dataset of Reaction yield outcomes from USPTO patents with 853,638 reactions. Predict the reaction yield, written as a fraction of the theoretical maximum amount of product (1.0 means a 100% yield; for example, 0.34 means a 34% yield). (1) The reactants are [F:1][C:2]([F:25])([F:24])[C:3]1[CH:4]=[CH:5][C:6]([O:9][C:10]2[CH:11]=[C:12]([CH:16]=[C:17]3[CH2:22][CH2:21][C:20](=O)[CH2:19][CH2:18]3)[CH:13]=[CH:14][CH:15]=2)=[N:7][CH:8]=1.[NH3:26].C(O)C.[BH4-].[Na+]. The catalyst is CC(C)[O-].[Ti+4].CC(C)[O-].CC(C)[O-].CC(C)[O-]. The product is [F:1][C:2]([F:25])([F:24])[C:3]1[CH:4]=[CH:5][C:6]([O:9][C:10]2[CH:11]=[C:12]([CH:16]=[C:17]3[CH2:22][CH2:21][CH:20]([NH2:26])[CH2:19][CH2:18]3)[CH:13]=[CH:14][CH:15]=2)=[N:7][CH:8]=1. The yield is 0.570. (2) The reactants are C([O:5][NH:6][C:7]([C:9]1[N:10]=[CH:11][C:12]2[C:17]([CH:18]=1)=[CH:16][CH:15]=[CH:14][CH:13]=2)=[O:8])(C)(C)C.FC(F)(F)C(O)=O. No catalyst specified. The product is [OH:5][NH:6][C:7]([C:9]1[N:10]=[CH:11][C:12]2[C:17]([CH:18]=1)=[CH:16][CH:15]=[CH:14][CH:13]=2)=[O:8]. The yield is 0.650. (3) The reactants are [CH3:1][C:2]1[CH:13]=[C:6]2[C:7]([O:9]C(=O)[NH:11][C:5]2=[C:4]([N+:14]([O-:16])=[O:15])[CH:3]=1)=[O:8].[OH-].[Na+].Cl. The catalyst is C(OCC)(=O)C. The product is [NH2:11][C:5]1[C:4]([N+:14]([O-:16])=[O:15])=[CH:3][C:2]([CH3:1])=[CH:13][C:6]=1[C:7]([OH:9])=[O:8]. The yield is 0.720. (4) The yield is 0.660. The product is [Cl:24][C:25]1[CH:31]=[CH:30][C:28]([NH:29][C:12](=[O:13])[CH2:11][CH2:10][CH2:9][NH:8][C:6](=[O:7])[C:5]2[CH:15]=[C:16]([C:18]([F:21])([F:19])[F:20])[CH:17]=[C:3]([C:2]([F:22])([F:23])[F:1])[CH:4]=2)=[CH:27][CH:26]=1. The catalyst is O1CCCC1.CCOC(C)=O. The reactants are [F:1][C:2]([F:23])([F:22])[C:3]1[CH:4]=[C:5]([CH:15]=[C:16]([C:18]([F:21])([F:20])[F:19])[CH:17]=1)[C:6]([NH:8][CH2:9][CH2:10][CH2:11][C:12](O)=[O:13])=[O:7].[Cl:24][C:25]1[CH:31]=[CH:30][C:28]([NH2:29])=[CH:27][CH:26]=1.O.ON1C2C=CC=CC=2N=N1.C(N(CC)C(C)C)(C)C. (5) The reactants are [F:1][CH2:2][CH2:3][N:4]1[C:16]2[CH2:15][CH2:14][CH2:13][CH:12]([C:17](Cl)=[O:18])[C:11]=2[C:10]2[C:5]1=[CH:6][CH:7]=[CH:8][C:9]=2[O:20][CH3:21].[CH2:22]([NH:24][CH2:25][CH3:26])[CH3:23]. The catalyst is ClCCl. The product is [CH2:22]([N:24]([CH2:25][CH3:26])[C:17]([CH:12]1[C:11]2[C:10]3[C:5](=[CH:6][CH:7]=[CH:8][C:9]=3[O:20][CH3:21])[N:4]([CH2:3][CH2:2][F:1])[C:16]=2[CH2:15][CH2:14][CH2:13]1)=[O:18])[CH3:23]. The yield is 0.580. (6) The reactants are [CH:1]([C:4]1[O:8][N:7]=[C:6]([C:9]2[CH:14]=[CH:13][CH:12]=[C:11]([N+:15]([O-])=O)[CH:10]=2)[N:5]=1)([CH3:3])[CH3:2].[Cl-].[NH4+]. The catalyst is C(O)C.[Zn]. The product is [CH:1]([C:4]1[O:8][N:7]=[C:6]([C:9]2[CH:10]=[C:11]([CH:12]=[CH:13][CH:14]=2)[NH2:15])[N:5]=1)([CH3:3])[CH3:2]. The yield is 0.860. (7) The product is [NH2:6][C:5]1[CH:7]=[CH:8][C:2]([CH:12]=[CH:11][C:10]([O:14][CH3:15])=[O:13])=[C:3]([F:9])[CH:4]=1. The reactants are Br[C:2]1[CH:8]=[CH:7][C:5]([NH2:6])=[CH:4][C:3]=1[F:9].[C:10]([O:14][CH3:15])(=[O:13])[CH:11]=[CH2:12].CC1C=CC=CC=1P(C1C=CC=CC=1C)C1C=CC=CC=1C.C1(C)C=CC=CC=1. The yield is 0.360. The catalyst is CN(C=O)C.C(N(CC)C(C)C)(C)C.C([O-])(=O)C.[Pd+2].C([O-])(=O)C. (8) The reactants are [CH3:1][NH:2][CH3:3].Cl.[CH3:5][NH:6]C.[C:8]([O:12][C:13]([N:15]1[CH2:20][CH2:19][C:18](=O)[CH2:17][CH2:16]1)=[O:14])([CH3:11])([CH3:10])[CH3:9].Cl.[C-]#N.[K+]. The catalyst is CO.O.CCOC(C)=O.CCCCCC. The product is [C:8]([O:12][C:13]([N:15]1[CH2:20][CH2:19][C:18]([C:5]#[N:6])([N:2]([CH3:3])[CH3:1])[CH2:17][CH2:16]1)=[O:14])([CH3:11])([CH3:10])[CH3:9]. The yield is 0.900. (9) The reactants are [C:1]([O:5][C:6]([NH:8][C:9]([CH3:29])([CH3:28])[CH2:10][C:11]1[C:19]2[C:14](=[C:15](OS(C(F)(F)F)(=O)=O)[CH:16]=[CH:17][CH:18]=2)[NH:13][CH:12]=1)=[O:7])([CH3:4])([CH3:3])[CH3:2].C(=O)([O-])[O-].[Na+].[Na+].[F:36][C:37]([F:48])([F:47])[C:38]1[CH:43]=[CH:42][C:41](B(O)O)=[CH:40][CH:39]=1. The catalyst is O1CCCC1.[Cl-].[Na+].O.[Pd].C1(P(C2C=CC=CC=2)C2C=CC=CC=2)C=CC=CC=1.C1(P(C2C=CC=CC=2)C2C=CC=CC=2)C=CC=CC=1.C1(P(C2C=CC=CC=2)C2C=CC=CC=2)C=CC=CC=1.C1(P(C2C=CC=CC=2)C2C=CC=CC=2)C=CC=CC=1. The product is [C:1]([O:5][C:6](=[O:7])[NH:8][C:9]([CH3:29])([CH3:28])[CH2:10][C:11]1[C:19]2[C:14](=[C:15]([C:41]3[CH:42]=[CH:43][C:38]([C:37]([F:48])([F:47])[F:36])=[CH:39][CH:40]=3)[CH:16]=[CH:17][CH:18]=2)[NH:13][CH:12]=1)([CH3:2])([CH3:3])[CH3:4]. The yield is 0.930.